Dataset: Reaction yield outcomes from USPTO patents with 853,638 reactions. Task: Predict the reaction yield, written as a fraction of the theoretical maximum amount of product (1.0 means a 100% yield; for example, 0.34 means a 34% yield). (1) The reactants are [CH3:1][C:2]1[CH:31]=[CH:30][C:5]([C:6]([NH:8][C:9]2[C:22]3[C:21](=[O:23])[C:20]4[C:15](=[CH:16][CH:17]=[CH:18][CH:19]=4)[C:14](=[O:24])[C:13]=3[CH:12]=[CH:11][C:10]=2[NH:25][C:26](=[O:29])[CH2:27]Cl)=[O:7])=[CH:4][CH:3]=1.CCN(C(C)C)C(C)C.[N:41]1([CH2:47][CH2:48][OH:49])[CH2:46][CH2:45][NH:44][CH2:43][CH2:42]1. The catalyst is O1CCCC1. The product is [CH3:1][C:2]1[CH:31]=[CH:30][C:5]([C:6]([NH:8][C:9]2[C:22]3[C:21](=[O:23])[C:20]4[C:15](=[CH:16][CH:17]=[CH:18][CH:19]=4)[C:14](=[O:24])[C:13]=3[CH:12]=[CH:11][C:10]=2[NH:25][C:26](=[O:29])[CH2:27][N:44]2[CH2:45][CH2:46][N:41]([CH2:47][CH2:48][OH:49])[CH2:42][CH2:43]2)=[O:7])=[CH:4][CH:3]=1. The yield is 0.480. (2) The reactants are [CH2:1](Br)[C:2]#[CH:3].[Cl:5][C:6]1[CH:7]=[C:8]([CH:29]=[CH:30][C:31]=1[F:32])[NH:9][C:10]1[C:19]2[C:14](=[CH:15][C:16]([O:27][CH3:28])=[CH:17][C:18]=2[O:20][CH:21]2[CH2:26][CH2:25][NH:24][CH2:23][CH2:22]2)[N:13]=[CH:12][N:11]=1.C(=O)([O-])[O-].[K+].[K+].O. The catalyst is CN(C=O)C. The product is [Cl:5][C:6]1[CH:7]=[C:8]([CH:29]=[CH:30][C:31]=1[F:32])[NH:9][C:10]1[C:19]2[C:14](=[CH:15][C:16]([O:27][CH3:28])=[CH:17][C:18]=2[O:20][CH:21]2[CH2:22][CH2:23][N:24]([CH2:3][C:2]#[CH:1])[CH2:25][CH2:26]2)[N:13]=[CH:12][N:11]=1. The yield is 0.510. (3) The reactants are [BH-](OC(C)=O)(OC(C)=O)OC(C)=O.[Na+].[NH:15]1[CH2:19][CH2:18][CH2:17][CH2:16]1.Cl[C:21]1[CH:22]=[C:23]([CH:26]=[CH:27][C:28]=1[OH:29])[CH:24]=O.[ClH:30]. The catalyst is C(Cl)Cl. The product is [Cl:30][C:22]1[CH:21]=[C:28]([OH:29])[CH:27]=[CH:26][C:23]=1[CH2:24][N:15]1[CH2:19][CH2:18][CH2:17][CH2:16]1. The yield is 0.520.